Predict the reactants needed to synthesize the given product. From a dataset of Full USPTO retrosynthesis dataset with 1.9M reactions from patents (1976-2016). (1) Given the product [CH3:8][C:5]1([CH3:9])[C:4](=[O:10])[CH:3]=[C:2]([C:15]2[S:11][CH:12]=[N:13][CH:14]=2)[CH2:7][CH2:6]1, predict the reactants needed to synthesize it. The reactants are: Cl[C:2]1[CH2:7][CH2:6][C:5]([CH3:9])([CH3:8])[C:4](=[O:10])[CH:3]=1.[S:11]1[CH:15]=[CH:14][N:13]=[CH:12]1.C(C(CCCC)C(O)=O)C.C([O-])([O-])=O.[K+].[K+].C1(P(C2CCCCC2)C2CCCCC2)CCCCC1. (2) Given the product [CH2:22]1[CH:26]2[C@@H:27]3[CH:31]=[CH:30][C@H:29]([CH:25]2[CH:24]=[CH:23]1)[CH2:28]3.[CH:1]1[CH:2]=[CH:3][C:4](/[CH:7]=[CH:8]/[CH2:9][O:10][C@@H:11]2[O:16][C@H:15]([CH2:17][OH:18])[C@@H:14]([OH:19])[C@H:13]([OH:20])[C@H:12]2[OH:21])=[CH:5][CH:6]=1, predict the reactants needed to synthesize it. The reactants are: [CH:1]1[CH:6]=[CH:5][C:4](/[CH:7]=[CH:8]/[CH2:9][O:10][C@@H:11]2[O:16][C@H:15]([CH2:17][OH:18])[C@@H:14]([OH:19])[C@H:13]([OH:20])[C@H:12]2[OH:21])=[CH:3][CH:2]=1.[CH2:22]1[CH:26]2[C@@H:27]3[CH:31]=[CH:30][C@H:29]([CH:25]2[CH:24]=[CH:23]1)[CH2:28]3.[OH-].[K+]. (3) Given the product [CH3:27][O:26][C:3]1[CH:4]=[C:5](/[CH:8]=[CH:9]/[C:10](=[O:25])[CH2:11][C:12](=[O:24])/[CH:13]=[CH:14]/[C:15]2[CH:20]=[CH:19][C:18]([OH:21])=[C:17]([O:22][CH3:23])[CH:16]=2)[CH:6]=[CH:7][C:2]=1[O:1][CH3:28], predict the reactants needed to synthesize it. The reactants are: [OH:1][C:2]1[CH:7]=[CH:6][C:5](/[CH:8]=[CH:9]/[C:10](=[O:25])[CH2:11][C:12](=[O:24])/[CH:13]=[CH:14]/[C:15]2[CH:20]=[CH:19][C:18]([OH:21])=[C:17]([O:22][CH3:23])[CH:16]=2)=[CH:4][C:3]=1[O:26][CH3:27].[C:28]([O-])([O-])=O.[K+].[K+].COS(=O)(=O)OC. (4) Given the product [OH:1][C:2]1[CH:20]=[CH:19][C:5]([C:6]([N:8]2[C:16]3[C:11](=[C:12]([NH:18][C:34](=[O:35])[CH2:33][C:32]([O:31][CH2:24][C:25]4[CH:26]=[CH:27][CH:28]=[CH:29][CH:30]=4)=[O:37])[CH:13]=[CH:14][C:15]=3[CH3:17])[CH:10]=[CH:9]2)=[O:7])=[CH:4][C:3]=1[CH:21]([CH3:23])[CH3:22], predict the reactants needed to synthesize it. The reactants are: [OH:1][C:2]1[CH:20]=[CH:19][C:5]([C:6]([N:8]2[C:16]3[C:11](=[C:12]([NH2:18])[CH:13]=[CH:14][C:15]=3[CH3:17])[CH:10]=[CH:9]2)=[O:7])=[CH:4][C:3]=1[CH:21]([CH3:23])[CH3:22].[CH2:24]([O:31][C:32](=[O:37])[CH2:33][C:34](O)=[O:35])[C:25]1[CH:30]=[CH:29][CH:28]=[CH:27][CH:26]=1.Cl.CN(C)CCCN=C=NCC. (5) Given the product [CH3:11][C:9]1[N:10]=[C:5]2[CH:4]=[CH:3][C:2]([C:14]#[C:13][C:15]3[CH:20]=[CH:19][CH:18]=[C:17]([N:21]4[CH2:25][CH2:24][CH2:23][CH2:22]4)[N:16]=3)=[N:7][N:6]2[C:8]=1[CH3:12], predict the reactants needed to synthesize it. The reactants are: I[C:2]1[CH:3]=[CH:4][C:5]2[N:6]([C:8]([CH3:12])=[C:9]([CH3:11])[N:10]=2)[N:7]=1.[C:13]([C:15]1[CH:20]=[CH:19][CH:18]=[C:17]([N:21]2[CH2:25][CH2:24][CH2:23][CH2:22]2)[N:16]=1)#[CH:14].C(N(CC)CC)C. (6) Given the product [CH:15]1([O:1][C:2]2[CH:7]=[CH:6][C:5]([CH2:8][C:9]([O:11][CH3:12])=[O:10])=[CH:4][C:3]=2[O:13][CH3:14])[CH2:18][CH2:17][CH2:16]1, predict the reactants needed to synthesize it. The reactants are: [OH:1][C:2]1[CH:7]=[CH:6][C:5]([CH2:8][C:9]([O:11][CH3:12])=[O:10])=[CH:4][C:3]=1[O:13][CH3:14].[CH:15]1(Br)[CH2:18][CH2:17][CH2:16]1.C(=O)([O-])[O-].[Cs+].[Cs+].Cl. (7) Given the product [Cl:1][C:2]1[C:3]([O:10][CH3:11])=[CH:4][C:5]([OH:8])=[C:6]([C:16](=[O:18])[CH3:17])[CH:7]=1, predict the reactants needed to synthesize it. The reactants are: [Cl:1][C:2]1[CH:7]=[CH:6][C:5]([O:8]C)=[CH:4][C:3]=1[O:10][CH3:11].[Al+3].[Cl-].[Cl-].[Cl-].[C:16](Cl)(=[O:18])[CH3:17]. (8) Given the product [NH2:1][C:2]1[N:7]=[C:6]([NH:8][C@H:9]([C:11]2[N:12]([C:30]3[CH:35]=[CH:34][CH:33]=[CH:32][CH:31]=3)[C:13](=[O:29])[C:14]3[C:19]([CH:20]=2)=[CH:18][CH:17]=[CH:16][C:15]=3[C:21]2[CH:26]=[N:25][C:24]([O:27][CH3:28])=[N:23][CH:22]=2)[CH3:10])[C:5]([C:36]([NH2:37])=[O:41])=[CH:4][N:3]=1, predict the reactants needed to synthesize it. The reactants are: [NH2:1][C:2]1[N:7]=[C:6]([NH:8][C@H:9]([C:11]2[N:12]([C:30]3[CH:35]=[CH:34][CH:33]=[CH:32][CH:31]=3)[C:13](=[O:29])[C:14]3[C:19]([CH:20]=2)=[CH:18][CH:17]=[CH:16][C:15]=3[C:21]2[CH:22]=[N:23][C:24]([O:27][CH3:28])=[N:25][CH:26]=2)[CH3:10])[C:5]([C:36]#[N:37])=[CH:4][N:3]=1.C(=N[OH:41])C.C1(P(C2C=CC=CC=2)C2C=CC=CC=2)C=CC=CC=1. (9) Given the product [Cl:2][C:3]1[CH:4]=[C:5]([C@@H:9]2[N:15]([C:37]([N:31]3[CH2:36][CH2:35][O:34][CH2:33][CH2:32]3)=[O:38])[CH2:14][C:13]3[CH:16]=[CH:17][C:18]([C:20]([O:22][CH3:23])=[O:21])=[CH:19][C:12]=3[O:11][CH2:10]2)[CH:6]=[CH:7][CH:8]=1, predict the reactants needed to synthesize it. The reactants are: Cl.[Cl:2][C:3]1[CH:4]=[C:5]([C@@H:9]2[NH:15][CH2:14][C:13]3[CH:16]=[CH:17][C:18]([C:20]([O:22][CH3:23])=[O:21])=[CH:19][C:12]=3[O:11][CH2:10]2)[CH:6]=[CH:7][CH:8]=1.CCN(CC)CC.[N:31]1([C:37](Cl)=[O:38])[CH2:36][CH2:35][O:34][CH2:33][CH2:32]1. (10) Given the product [F:1][C:2]1[CH:3]=[C:4]2[C:9](=[CH:10][CH:11]=1)[N:8]=[C:7]([C:12]1[CH:17]=[C:16]([O:18][CH3:19])[C:15]([O:20][CH3:21])=[C:14]([O:22][CH3:23])[CH:13]=1)[N:6]=[C:5]2[C:24]([N:34]1[CH2:33][CH2:32][C:31]2[C:36](=[CH:37][C:38]([O:40][CH3:41])=[CH:39][C:30]=2[O:29][CH3:28])[CH2:35]1)=[O:26], predict the reactants needed to synthesize it. The reactants are: [F:1][C:2]1[CH:3]=[C:4]2[C:9](=[CH:10][CH:11]=1)[N:8]=[C:7]([C:12]1[CH:17]=[C:16]([O:18][CH3:19])[C:15]([O:20][CH3:21])=[C:14]([O:22][CH3:23])[CH:13]=1)[N:6]=[C:5]2[C:24]([OH:26])=O.Cl.[CH3:28][O:29][C:30]1[CH:39]=[C:38]([O:40][CH3:41])[CH:37]=[C:36]2[C:31]=1[CH2:32][CH2:33][NH:34][CH2:35]2.